Dataset: Forward reaction prediction with 1.9M reactions from USPTO patents (1976-2016). Task: Predict the product of the given reaction. (1) Given the reactants C([O:8][CH2:9][CH2:10][CH2:11][N:12]1[C:16](=[O:17])[CH2:15][NH:14][C:13]1=[O:18])C1C=CC=CC=1, predict the reaction product. The product is: [OH:8][CH2:9][CH2:10][CH2:11][N:12]1[C:16](=[O:17])[CH2:15][NH:14][C:13]1=[O:18]. (2) Given the reactants P(Cl)(Cl)([Cl:3])=O.[F:6][C:7]([F:33])([F:32])[C:8]1[CH:13]=[CH:12][CH:11]=[CH:10][C:9]=1[C:14]1[CH:15]=[CH:16][C:17]2[C:22](O)=[N:21][C:20]([NH:24][C:25](=[O:30])[C:26]([CH3:29])([CH3:28])[CH3:27])=[N:19][C:18]=2[N:31]=1.C(N(CC)C(C)C)(C)C, predict the reaction product. The product is: [Cl:3][C:22]1[C:17]2[CH:16]=[CH:15][C:14]([C:9]3[C:8]([C:7]([F:33])([F:32])[F:6])=[CH:13][CH:12]=[CH:11][CH:10]=3)=[N:31][C:18]=2[N:19]=[C:20]([NH:24][C:25](=[O:30])[C:26]([CH3:29])([CH3:28])[CH3:27])[N:21]=1.